From a dataset of Forward reaction prediction with 1.9M reactions from USPTO patents (1976-2016). Predict the product of the given reaction. (1) Given the reactants Br[C:2]1[CH:3]=[CH:4][C:5]2[O:9][C:8]([CH:10]3[CH2:15][CH2:14][N:13]([C:16]([O:18][C:19]([CH3:22])([CH3:21])[CH3:20])=[O:17])[CH2:12][CH2:11]3)=[N:7][C:6]=2[CH:23]=1.[F:24][C:25]1[CH:30]=[C:29]([S:31]([CH3:34])(=[O:33])=[O:32])[CH:28]=[CH:27][C:26]=1B1OC(C)(C)C(C)(C)O1, predict the reaction product. The product is: [F:24][C:25]1[CH:30]=[C:29]([S:31]([CH3:34])(=[O:33])=[O:32])[CH:28]=[CH:27][C:26]=1[C:2]1[CH:3]=[CH:4][C:5]2[O:9][C:8]([CH:10]3[CH2:15][CH2:14][N:13]([C:16]([O:18][C:19]([CH3:22])([CH3:20])[CH3:21])=[O:17])[CH2:12][CH2:11]3)=[N:7][C:6]=2[CH:23]=1. (2) Given the reactants C(OC(=O)[NH:7][CH2:8][CH2:9][CH:10]([NH:17][C:18](=[O:48])[C:19]1[CH:24]=[CH:23][C:22]([Cl:25])=[C:21]([NH:26][C:27]([C:29]2[C:46](=[O:47])[NH:45][C:32]3[N:33]=[C:34]([N:37]4[CH2:43][C@H:42]5[O:44][C@H:39]([CH2:40][CH2:41]5)[CH2:38]4)[N:35]=[CH:36][C:31]=3[CH:30]=2)=[O:28])[CH:20]=1)[C:11]1[CH:16]=[CH:15][CH:14]=[CH:13][CH:12]=1)(C)(C)C.Cl, predict the reaction product. The product is: [NH2:7][CH2:8][CH2:9][CH:10]([NH:17][C:18]([C:19]1[CH:24]=[CH:23][C:22]([Cl:25])=[C:21]([NH:26][C:27]([C:29]2[C:46](=[O:47])[NH:45][C:32]3[N:33]=[C:34]([N:37]4[CH2:38][C@H:39]5[O:44][C@H:42]([CH2:41][CH2:40]5)[CH2:43]4)[N:35]=[CH:36][C:31]=3[CH:30]=2)=[O:28])[CH:20]=1)=[O:48])[C:11]1[CH:12]=[CH:13][CH:14]=[CH:15][CH:16]=1. (3) Given the reactants Cl[C:2]1[C:3](=[O:16])[N:4]([C@@H:9]([CH:13]2[CH2:15][CH2:14]2)[CH2:10][O:11][CH3:12])[CH:5]=[C:6]([Cl:8])[N:7]=1.[CH3:17][O:18][C:19]1[N:24]=[C:23]([CH3:25])[C:22]([NH2:26])=[CH:21][C:20]=1[CH3:27].C[Si]([N-][Si](C)(C)C)(C)C.[Na+].C([O-])(O)=O.[Na+], predict the reaction product. The product is: [Cl:8][C:6]1[N:7]=[C:2]([NH:26][C:22]2[C:23]([CH3:25])=[N:24][C:19]([O:18][CH3:17])=[C:20]([CH3:27])[CH:21]=2)[C:3](=[O:16])[N:4]([C@@H:9]([CH:13]2[CH2:15][CH2:14]2)[CH2:10][O:11][CH3:12])[CH:5]=1. (4) The product is: [F:21][C:12]1[C:11]([O:10][CH:7]([C:4]2[S:5][CH:6]=[C:2]([C:31]#[C:30][C:27]3[CH:28]=[CH:29][C:24]([O:23][CH3:22])=[CH:25][CH:26]=3)[N:3]=2)[CH2:8][OH:9])=[CH:19][CH:18]=[C:17]([F:20])[C:13]=1[C:14]([NH2:16])=[O:15]. Given the reactants Br[C:2]1[N:3]=[C:4]([CH:7]([O:10][C:11]2[C:12]([F:21])=[C:13]([C:17]([F:20])=[CH:18][CH:19]=2)[C:14]([NH2:16])=[O:15])[CH2:8][OH:9])[S:5][CH:6]=1.[CH3:22][O:23][C:24]1[CH:29]=[CH:28][C:27]([C:30]#[CH:31])=[CH:26][CH:25]=1.CCN(CC)CC, predict the reaction product.